From a dataset of Catalyst prediction with 721,799 reactions and 888 catalyst types from USPTO. Predict which catalyst facilitates the given reaction. (1) Reactant: [CH3:1][C@H:2]1[C@@:6]([CH3:8])([OH:7])[CH2:5][CH2:4][NH:3]1.[F:9][C:10]1[CH:17]=[C:16](F)[CH:15]=[CH:14][C:11]=1[C:12]#[N:13].C(=O)([O-])[O-].[Li+].[Li+].O. Product: [F:9][C:10]1[CH:17]=[C:16]([N:3]2[CH2:4][CH2:5][C@@:6]([OH:7])([CH3:8])[C@@H:2]2[CH3:1])[CH:15]=[CH:14][C:11]=1[C:12]#[N:13]. The catalyst class is: 16. (2) Reactant: [C:1]1([C:14]2[CH:19]=[CH:18][CH:17]=[CH:16][CH:15]=2)[CH:6]=[CH:5][CH:4]=[CH:3][C:2]=1C(=O)CCCC=C.[CH:20]([SH:24])([SH:23])[CH2:21][CH3:22].B(F)(F)F.[OH-].[Na+]. Product: [C:14]1([C:1]2[CH:2]=[CH:3][CH:4]=[CH:5][CH:6]=2)[CH:15]=[CH:16][C:17]([C:20]2([CH2:21][CH2:22][CH2:6][CH:1]=[CH2:2])[S:24][CH2:5][CH2:4][CH2:3][S:23]2)=[CH:18][CH:19]=1. The catalyst class is: 2. (3) Reactant: CO.[S-2:3].[CH3:4][Na].Cl[C:7]1[CH:8]=[CH:9][C:10]([N+:13]([O-:15])=[O:14])=[N:11][CH:12]=1. Product: [CH3:4][S:3][C:7]1[CH:8]=[CH:9][C:10]([N+:13]([O-:15])=[O:14])=[N:11][CH:12]=1. The catalyst class is: 6. (4) Reactant: [CH3:1][C:2]1[S:3][C:4]([N:28]2[CH:32]=NC=N2)=[C:5]([C:7]2[CH:27]=[CH:26][C:10]([O:11][CH2:12][CH2:13][CH2:14][CH2:15][CH2:16][O:17][C:18]3[CH:19]=[CH:20][CH:21]=[C:22]([CH:25]=3)C#N)=[CH:9][CH:8]=2)[N:6]=1.C[N:34]([CH3:36])C.Cl.[NH2:38][OH:39]. Product: [OH:39][NH:38][C:36](=[NH:34])[C:21]1[CH:20]=[CH:19][C:18]([O:17][CH2:16][CH2:15][CH2:14][CH2:13][CH2:12][O:11][C:10]2[CH:9]=[CH:8][C:7]([C:5]3[N:6]=[C:2]([CH3:1])[S:3][C:4]=3[N:28]3[CH2:9][CH2:10][O:11][CH2:12][CH2:32]3)=[CH:27][CH:26]=2)=[CH:25][CH:22]=1. The catalyst class is: 8. (5) Reactant: [I:1][C:2]1[C:3]([O:13][CH3:14])=[CH:4][CH:5]=[C:6]2[C:11]=1[C:10](=[O:12])[NH:9][CH2:8][CH2:7]2.[H-].[Na+].[CH2:17]([O:24][C:25]1[C:30]([CH2:31]Cl)=[C:29]([CH3:33])[CH:28]=[C:27]([CH3:34])[N:26]=1)[C:18]1[CH:23]=[CH:22][CH:21]=[CH:20][CH:19]=1. Product: [CH2:17]([O:24][C:25]1[C:30]([CH2:31][N:9]2[CH2:8][CH2:7][C:6]3[C:11](=[C:2]([I:1])[C:3]([O:13][CH3:14])=[CH:4][CH:5]=3)[C:10]2=[O:12])=[C:29]([CH3:33])[CH:28]=[C:27]([CH3:34])[N:26]=1)[C:18]1[CH:23]=[CH:22][CH:21]=[CH:20][CH:19]=1. The catalyst class is: 3. (6) Reactant: [F:1][C:2]([F:10])([C:6]([F:9])([F:8])[F:7])[C:3](=[S:5])[NH2:4].Cl[CH:12]([C:18](=O)[C:19]([F:22])([F:21])[F:20])[C:13]([O:15][CH2:16][CH3:17])=[O:14].FF.C(N(CC)CC)C. Product: [F:1][C:2]([F:10])([C:3]1[S:5][C:12]([C:13]([O:15][CH2:16][CH3:17])=[O:14])=[C:18]([C:19]([F:20])([F:22])[F:21])[N:4]=1)[C:6]([F:9])([F:8])[F:7]. The catalyst class is: 10. (7) Reactant: [Cl:1][C:2]1[N:3](C2CCCCO2)[C:4]2[C:9]([N:10]=1)=[C:8]([C:11]1[CH:16]=[CH:15][C:14]([CH3:17])=[CH:13][C:12]=1[CH3:18])[N:7]=[C:6]([S:19][CH3:20])[N:5]=2. Product: [Cl:1][C:2]1[NH:3][C:4]2[C:9]([N:10]=1)=[C:8]([C:11]1[CH:16]=[CH:15][C:14]([CH3:17])=[CH:13][C:12]=1[CH3:18])[N:7]=[C:6]([S:19][CH3:20])[N:5]=2. The catalyst class is: 5.